Dataset: Full USPTO retrosynthesis dataset with 1.9M reactions from patents (1976-2016). Task: Predict the reactants needed to synthesize the given product. (1) Given the product [CH:1]([N+:5]1([O-:25])[CH2:9][CH2:8][C:7]([C:12]2[CH:17]=[CH:16][C:15]([F:18])=[C:14]([F:19])[CH:13]=2)([O:10][CH3:11])[CH2:6]1)([CH2:3][CH3:4])[CH3:2], predict the reactants needed to synthesize it. The reactants are: [CH:1]([N:5]1[CH2:9][CH2:8][C:7]([C:12]2[CH:17]=[CH:16][C:15]([F:18])=[C:14]([F:19])[CH:13]=2)([O:10][CH3:11])[CH2:6]1)([CH2:3][CH3:4])[CH3:2].ClC1C=C(C=CC=1)C(OO)=[O:25]. (2) Given the product [CH2:16]([O:15][C:13](=[O:14])[C:7]([Br:27])([C:1]1[CH:2]=[CH:3][CH:4]=[CH:5][CH:6]=1)[C:8]([O:10][CH2:11][CH3:12])=[O:9])[CH3:17], predict the reactants needed to synthesize it. The reactants are: [C:1]1([CH:7]([C:13]([O:15][CH2:16][CH3:17])=[O:14])[C:8]([O:10][CH2:11][CH3:12])=[O:9])[CH:6]=[CH:5][CH:4]=[CH:3][CH:2]=1.[H-].[Na+].C1C(=O)N([Br:27])C(=O)C1. (3) Given the product [F:13][C:11]1[CH:10]=[C:4]([CH:5]([OH:9])[C:6]([NH:14][C@H:15]([C:17]([NH:19][CH:20]2[N:26]=[C:25]([C:27]3[CH:32]=[CH:31][CH:30]=[CH:29][CH:28]=3)[C:24]3[CH:33]=[CH:34][CH:35]=[CH:36][C:23]=3[N:22]([CH3:37])[C:21]2=[O:38])=[O:18])[CH3:16])=[O:8])[CH:3]=[C:2]([F:1])[CH:12]=1, predict the reactants needed to synthesize it. The reactants are: [F:1][C:2]1[CH:3]=[C:4]([CH:10]=[C:11]([F:13])[CH:12]=1)[CH:5]([OH:9])[C:6]([OH:8])=O.[NH2:14][C@H:15]([C:17]([NH:19][CH:20]1[N:26]=[C:25]([C:27]2[CH:32]=[CH:31][CH:30]=[CH:29][CH:28]=2)[C:24]2[CH:33]=[CH:34][CH:35]=[CH:36][C:23]=2[N:22]([CH3:37])[C:21]1=[O:38])=[O:18])[CH3:16]. (4) Given the product [ClH:42].[ClH:42].[O:1]1[C:6]2[CH:7]=[CH:8][C:9]([O:11][CH2:12][CH2:13][O:14][C:15]3[C:16]([N:21]4[CH2:22][CH2:23][NH:24][CH2:25][CH2:26]4)=[N:17][CH:18]=[CH:19][N:20]=3)=[CH:10][C:5]=2[O:4][CH2:3][CH2:2]1, predict the reactants needed to synthesize it. The reactants are: [O:1]1[C:6]2[CH:7]=[CH:8][C:9]([O:11][CH2:12][CH2:13][O:14][C:15]3[C:16]([N:21]4[CH2:26][CH2:25][N:24](C(OC(C)(C)C)=O)[CH2:23][CH2:22]4)=[N:17][CH:18]=[CH:19][N:20]=3)=[CH:10][C:5]=2[O:4][CH2:3][CH2:2]1.C(O)(C(F)(F)F)=O.C(Cl)[Cl:42].